Dataset: NCI-60 drug combinations with 297,098 pairs across 59 cell lines. Task: Regression. Given two drug SMILES strings and cell line genomic features, predict the synergy score measuring deviation from expected non-interaction effect. (1) Drug 1: CCCCC(=O)OCC(=O)C1(CC(C2=C(C1)C(=C3C(=C2O)C(=O)C4=C(C3=O)C=CC=C4OC)O)OC5CC(C(C(O5)C)O)NC(=O)C(F)(F)F)O. Drug 2: C1=CC=C(C=C1)NC(=O)CCCCCCC(=O)NO. Cell line: OVCAR3. Synergy scores: CSS=16.8, Synergy_ZIP=-0.824, Synergy_Bliss=-3.38, Synergy_Loewe=-6.49, Synergy_HSA=-5.52. (2) Drug 1: CC1=C(C=C(C=C1)NC2=NC=CC(=N2)N(C)C3=CC4=NN(C(=C4C=C3)C)C)S(=O)(=O)N.Cl. Drug 2: CN1CCC(CC1)COC2=C(C=C3C(=C2)N=CN=C3NC4=C(C=C(C=C4)Br)F)OC. Cell line: HT29. Synergy scores: CSS=11.5, Synergy_ZIP=1.39, Synergy_Bliss=6.97, Synergy_Loewe=-2.07, Synergy_HSA=3.38. (3) Drug 1: CC12CCC(CC1=CCC3C2CCC4(C3CC=C4C5=CN=CC=C5)C)O. Drug 2: CC1=C(C=C(C=C1)C(=O)NC2=CC(=CC(=C2)C(F)(F)F)N3C=C(N=C3)C)NC4=NC=CC(=N4)C5=CN=CC=C5. Cell line: TK-10. Synergy scores: CSS=8.45, Synergy_ZIP=-1.59, Synergy_Bliss=3.26, Synergy_Loewe=0.00477, Synergy_HSA=1.89. (4) Cell line: CAKI-1. Synergy scores: CSS=39.6, Synergy_ZIP=-7.68, Synergy_Bliss=-2.48, Synergy_Loewe=2.33, Synergy_HSA=2.87. Drug 1: CN1CCC(CC1)COC2=C(C=C3C(=C2)N=CN=C3NC4=C(C=C(C=C4)Br)F)OC. Drug 2: C1C(C(OC1N2C=NC(=NC2=O)N)CO)O. (5) Drug 1: C1=NC2=C(N1)C(=S)N=C(N2)N. Drug 2: CC(C1=C(C=CC(=C1Cl)F)Cl)OC2=C(N=CC(=C2)C3=CN(N=C3)C4CCNCC4)N. Cell line: T-47D. Synergy scores: CSS=20.2, Synergy_ZIP=-5.83, Synergy_Bliss=-0.512, Synergy_Loewe=-5.27, Synergy_HSA=-2.35. (6) Drug 1: CCCS(=O)(=O)NC1=C(C(=C(C=C1)F)C(=O)C2=CNC3=C2C=C(C=N3)C4=CC=C(C=C4)Cl)F. Drug 2: CC(C)(C#N)C1=CC(=CC(=C1)CN2C=NC=N2)C(C)(C)C#N. Cell line: HL-60(TB). Synergy scores: CSS=6.69, Synergy_ZIP=13.3, Synergy_Bliss=14.7, Synergy_Loewe=3.78, Synergy_HSA=2.29. (7) Drug 1: CN1CCC(CC1)COC2=C(C=C3C(=C2)N=CN=C3NC4=C(C=C(C=C4)Br)F)OC. Drug 2: C1=NC2=C(N=C(N=C2N1C3C(C(C(O3)CO)O)O)F)N. Cell line: UO-31. Synergy scores: CSS=19.1, Synergy_ZIP=-6.10, Synergy_Bliss=-3.03, Synergy_Loewe=-11.8, Synergy_HSA=-2.52. (8) Drug 1: CS(=O)(=O)OCCCCOS(=O)(=O)C. Drug 2: N.N.Cl[Pt+2]Cl. Cell line: 786-0. Synergy scores: CSS=60.0, Synergy_ZIP=-2.64, Synergy_Bliss=-3.44, Synergy_Loewe=-19.3, Synergy_HSA=-3.11.